Dataset: Full USPTO retrosynthesis dataset with 1.9M reactions from patents (1976-2016). Task: Predict the reactants needed to synthesize the given product. (1) Given the product [Br:1][C:2]1[CH:3]=[C:4]2[C:10]([C:11]3[N:15]([CH2:31][O:30][CH2:29][CH2:28][Si:25]([CH3:27])([CH3:26])[CH3:24])[C:14]4[CH:16]=[C:17]([O:20][CH3:21])[CH:18]=[CH:19][C:13]=4[N:12]=3)=[N:9][N:8]([CH2:31][O:30][CH2:29][CH2:28][Si:25]([CH3:27])([CH3:26])[CH3:24])[C:5]2=[N:6][CH:7]=1, predict the reactants needed to synthesize it. The reactants are: [Br:1][C:2]1[CH:3]=[C:4]2[C:10]([C:11]3[NH:15][C:14]4[CH:16]=[C:17]([O:20][CH3:21])[CH:18]=[CH:19][C:13]=4[N:12]=3)=[N:9][NH:8][C:5]2=[N:6][CH:7]=1.[H-].[Na+].[CH3:24][Si:25]([CH2:28][CH2:29][O:30][CH2:31]Cl)([CH3:27])[CH3:26]. (2) Given the product [CH3:33][O:32][C:29]1[CH:30]=[CH:31][C:17]([N:16]2[C:10]3[C:9](=[O:38])[N:8]([C:5]4[CH:6]=[CH:7][CH:2]=[CH:3][CH:4]=4)[CH2:13][CH2:12][C:11]=3[C:14]([C:34]([F:36])([F:35])[F:37])=[N:15]2)=[C:18]([CH:28]=1)[C:19]([NH:21][C:22]1[CH:23]=[N:24][CH:25]=[CH:26][CH:27]=1)=[O:20], predict the reactants needed to synthesize it. The reactants are: I[C:2]1[CH:7]=[CH:6][C:5]([N:8]2[CH2:13][CH2:12][C:11]3[C:14]([C:34]([F:37])([F:36])[F:35])=[N:15][N:16]([C:17]4[CH:31]=[CH:30][C:29]([O:32][CH3:33])=[CH:28][C:18]=4[C:19]([NH:21][C:22]4[CH:23]=[N:24][CH:25]=[CH:26][CH:27]=4)=[O:20])[C:10]=3[C:9]2=[O:38])=[CH:4][CH:3]=1.[H][H]. (3) Given the product [OH:8][C:9]1[C:10]([O:34][CH3:35])=[CH:11][C:12]2[CH2:21][CH2:20][N:19]3[CH:14]([CH2:15][C:16]4[C:25]([Cl:26])=[CH:24][C:23]([O:27][CH3:28])=[C:22]([O:29][CH2:30][CH2:31][OH:32])[C:17]=4[CH2:18]3)[C:13]=2[CH:33]=1, predict the reactants needed to synthesize it. The reactants are: C([O:8][C:9]1[C:10]([O:34][CH3:35])=[CH:11][C:12]2[CH2:21][CH2:20][N:19]3[CH:14]([CH2:15][C:16]4[C:25]([Cl:26])=[CH:24][C:23]([O:27][CH3:28])=[C:22]([O:29][CH2:30][CH2:31][OH:32])[C:17]=4[CH2:18]3)[C:13]=2[CH:33]=1)C1C=CC=CC=1. (4) Given the product [C:17]([C:11]1[CH:12]=[C:13]([O:14][CH3:15])[C:8]([CH2:6][CH3:7])=[CH:9][C:10]=1[OH:16])([CH3:20])([CH3:19])[CH3:18], predict the reactants needed to synthesize it. The reactants are: S(=O)(=O)(O)O.[CH2:6]([C:8]1[CH:9]=[C:10]([OH:16])[CH:11]=[CH:12][C:13]=1[O:14][CH3:15])[CH3:7].[C:17](O)([CH3:20])([CH3:19])[CH3:18]. (5) Given the product [Br:12][C:13]1[CH:14]=[C:15]([S:19][CH2:6][CH:7]2[CH2:8][CH2:9][CH2:10][CH2:11]2)[CH:16]=[CH:17][CH:18]=1, predict the reactants needed to synthesize it. The reactants are: CS(O[CH2:6][CH:7]1[CH2:11][CH2:10][CH2:9][CH2:8]1)(=O)=O.[Br:12][C:13]1[CH:14]=[C:15]([SH:19])[CH:16]=[CH:17][CH:18]=1.C(=O)([O-])[O-].[K+].[K+].[BH4-].[Na+].